This data is from NCI-60 drug combinations with 297,098 pairs across 59 cell lines. The task is: Regression. Given two drug SMILES strings and cell line genomic features, predict the synergy score measuring deviation from expected non-interaction effect. (1) Drug 1: C1=CC=C(C=C1)NC(=O)CCCCCCC(=O)NO. Drug 2: CC(C)CN1C=NC2=C1C3=CC=CC=C3N=C2N. Cell line: SK-MEL-28. Synergy scores: CSS=14.7, Synergy_ZIP=-4.81, Synergy_Bliss=-1.18, Synergy_Loewe=-3.24, Synergy_HSA=-5.38. (2) Drug 1: C1CCN(CC1)CCOC2=CC=C(C=C2)C(=O)C3=C(SC4=C3C=CC(=C4)O)C5=CC=C(C=C5)O. Drug 2: CC12CCC3C(C1CCC2=O)CC(=C)C4=CC(=O)C=CC34C. Cell line: SF-295. Synergy scores: CSS=37.7, Synergy_ZIP=2.28, Synergy_Bliss=0.105, Synergy_Loewe=-0.635, Synergy_HSA=-0.405. (3) Drug 1: COC1=NC(=NC2=C1N=CN2C3C(C(C(O3)CO)O)O)N. Drug 2: CC1=C(C(=CC=C1)Cl)NC(=O)C2=CN=C(S2)NC3=CC(=NC(=N3)C)N4CCN(CC4)CCO. Cell line: NCIH23. Synergy scores: CSS=3.29, Synergy_ZIP=-3.75, Synergy_Bliss=-5.76, Synergy_Loewe=-5.00, Synergy_HSA=-4.48. (4) Drug 1: CCN(CC)CCCC(C)NC1=C2C=C(C=CC2=NC3=C1C=CC(=C3)Cl)OC. Drug 2: COCCOC1=C(C=C2C(=C1)C(=NC=N2)NC3=CC=CC(=C3)C#C)OCCOC.Cl. Cell line: SF-295. Synergy scores: CSS=19.3, Synergy_ZIP=-8.97, Synergy_Bliss=-3.77, Synergy_Loewe=-13.7, Synergy_HSA=-3.39. (5) Drug 1: C1C(C(OC1N2C=C(C(=O)NC2=O)F)CO)O. Drug 2: CC(C)NC(=O)C1=CC=C(C=C1)CNNC.Cl. Cell line: MALME-3M. Synergy scores: CSS=4.88, Synergy_ZIP=-0.431, Synergy_Bliss=1.80, Synergy_Loewe=-1.31, Synergy_HSA=0.598. (6) Drug 1: C1CCC(CC1)NC(=O)N(CCCl)N=O. Drug 2: C1C(C(OC1N2C=NC(=NC2=O)N)CO)O. Cell line: SN12C. Synergy scores: CSS=5.66, Synergy_ZIP=-4.97, Synergy_Bliss=-1.49, Synergy_Loewe=-3.73, Synergy_HSA=-2.01. (7) Drug 1: CC1C(C(CC(O1)OC2CC(OC(C2O)C)OC3=CC4=CC5=C(C(=O)C(C(C5)C(C(=O)C(C(C)O)O)OC)OC6CC(C(C(O6)C)O)OC7CC(C(C(O7)C)O)OC8CC(C(C(O8)C)O)(C)O)C(=C4C(=C3C)O)O)O)O. Drug 2: C(CC(=O)O)C(=O)CN.Cl. Cell line: ACHN. Synergy scores: CSS=61.6, Synergy_ZIP=-4.14, Synergy_Bliss=-7.36, Synergy_Loewe=-18.3, Synergy_HSA=-5.71. (8) Drug 1: CC12CCC3C(C1CCC2=O)CC(=C)C4=CC(=O)C=CC34C. Drug 2: CC1=CC2C(CCC3(C2CCC3(C(=O)C)OC(=O)C)C)C4(C1=CC(=O)CC4)C. Cell line: CAKI-1. Synergy scores: CSS=13.0, Synergy_ZIP=4.86, Synergy_Bliss=-4.38, Synergy_Loewe=-33.5, Synergy_HSA=-7.42. (9) Drug 1: C1=CC(=C2C(=C1NCCNCCO)C(=O)C3=C(C=CC(=C3C2=O)O)O)NCCNCCO. Drug 2: CC1CCC2CC(C(=CC=CC=CC(CC(C(=O)C(C(C(=CC(C(=O)CC(OC(=O)C3CCCCN3C(=O)C(=O)C1(O2)O)C(C)CC4CCC(C(C4)OC)O)C)C)O)OC)C)C)C)OC. Cell line: MDA-MB-435. Synergy scores: CSS=12.7, Synergy_ZIP=-8.35, Synergy_Bliss=-7.00, Synergy_Loewe=-7.32, Synergy_HSA=-6.19. (10) Drug 1: CC1CCC2CC(C(=CC=CC=CC(CC(C(=O)C(C(C(=CC(C(=O)CC(OC(=O)C3CCCCN3C(=O)C(=O)C1(O2)O)C(C)CC4CCC(C(C4)OC)O)C)C)O)OC)C)C)C)OC. Drug 2: CCC1=C2CN3C(=CC4=C(C3=O)COC(=O)C4(CC)O)C2=NC5=C1C=C(C=C5)O. Cell line: EKVX. Synergy scores: CSS=9.65, Synergy_ZIP=-5.18, Synergy_Bliss=-3.70, Synergy_Loewe=-0.189, Synergy_HSA=0.283.